Dataset: Forward reaction prediction with 1.9M reactions from USPTO patents (1976-2016). Task: Predict the product of the given reaction. (1) Given the reactants [N+:1]([C:4]1[CH:8]=[CH:7][NH:6][N:5]=1)([O-:3])=[O:2].[H-].[Na+].[CH3:11][O:12][C:13]([CH:15]1[CH2:20][CH2:19][CH:18]([CH2:21]OS(C2C=CC(C)=CC=2)(=O)=O)[CH2:17][CH2:16]1)=[O:14], predict the reaction product. The product is: [CH3:11][O:12][C:13]([CH:15]1[CH2:20][CH2:19][CH:18]([CH2:21][N:6]2[CH:7]=[CH:8][C:4]([N+:1]([O-:3])=[O:2])=[N:5]2)[CH2:17][CH2:16]1)=[O:14]. (2) Given the reactants C(OC(=O)[N:7]([C@@H:19]1[C@@H:24]([OH:25])[C@H:23]([CH2:26][C:27]2[CH:32]=[C:31]([F:33])[C:30]([NH2:34])=[C:29]([Br:35])[CH:28]=2)[CH2:22][S:21](=[O:37])(=[O:36])[CH2:20]1)[CH2:8][C:9]1[CH:14]=[CH:13][CH:12]=[C:11]([C:15]([CH3:18])([CH3:17])[CH3:16])[CH:10]=1)(C)(C)C.[ClH:39], predict the reaction product. The product is: [ClH:39].[NH2:34][C:30]1[C:31]([F:33])=[CH:32][C:27]([CH2:26][C@H:23]2[C@H:24]([OH:25])[C@@H:19]([NH:7][CH2:8][C:9]3[CH:14]=[CH:13][CH:12]=[C:11]([C:15]([CH3:18])([CH3:16])[CH3:17])[CH:10]=3)[CH2:20][S:21](=[O:37])(=[O:36])[CH2:22]2)=[CH:28][C:29]=1[Br:35]. (3) Given the reactants [N:1]1([C:7]([N:9]2[CH2:14][CH2:13][NH:12][CH:11]([C:15]([O:17][CH2:18][CH3:19])=[O:16])[CH2:10]2)=[O:8])[CH2:6][CH2:5][O:4][CH2:3][CH2:2]1.[CH2:20]([O:24][C:25]1[CH:30]=[CH:29][C:28]([S:31](Cl)(=[O:33])=[O:32])=[CH:27][CH:26]=1)[C:21]#[C:22][CH3:23].O, predict the reaction product. The product is: [CH2:18]([O:17][C:15]([CH:11]1[CH2:10][N:9]([C:7]([N:1]2[CH2:6][CH2:5][O:4][CH2:3][CH2:2]2)=[O:8])[CH2:14][CH2:13][N:12]1[S:31]([C:28]1[CH:27]=[CH:26][C:25]([O:24][CH2:20][C:21]#[C:22][CH3:23])=[CH:30][CH:29]=1)(=[O:33])=[O:32])=[O:16])[CH3:19]. (4) Given the reactants [I:1][C:2]1[CH:7]=[CH:6][C:5]([OH:8])=[CH:4][CH:3]=1.[Cl:9][CH2:10][CH2:11][CH2:12]Br.C(=O)([O-])[O-].[K+].[K+], predict the reaction product. The product is: [Cl:9][CH2:10][CH2:11][CH2:12][O:8][C:5]1[CH:6]=[CH:7][C:2]([I:1])=[CH:3][CH:4]=1. (5) Given the reactants CC(NC1C=C(N)C=CC=1)=O.NC1C=CC=CC=1.[Br:19][C:20]1[CH:53]=[CH:52][C:23]([CH2:24][C:25]2[N:26]([C:38]3[CH:39]=[C:40]([N:44]4[S:48](=[O:50])(=[O:49])[NH:47][C:46](=[O:51])[CH2:45]4)[CH:41]=[CH:42][CH:43]=3)[CH:27]=[C:28]([C:30]3[CH:35]=[CH:34][C:33]([Cl:36])=[CH:32][C:31]=3[Cl:37])[N:29]=2)=[CH:22][CH:21]=1.BrN1NC(=O)CS1.[CH:61]1([CH2:66][CH:67]([C:69]2[CH:74]=[CH:73][C:72](B3OC(C)(C)C(C)(C)O3)=[CH:71][CH:70]=2)[OH:68])[CH2:65][CH2:64][CH2:63][CH2:62]1, predict the reaction product. The product is: [Br:19][C:20]1[CH:53]=[CH:52][C:23]([CH2:24][C:25]2[N:26]([C:38]3[CH:39]=[C:40]([NH2:44])[CH:41]=[CH:42][CH:43]=3)[CH:27]=[C:28]([C:30]3[CH:35]=[CH:34][C:33]([Cl:36])=[CH:32][C:31]=3[Cl:37])[N:29]=2)=[CH:22][CH:21]=1.[CH:61]1([CH2:66][CH:67]([C:69]2[CH:70]=[CH:71][C:72]([C:20]3[CH:21]=[CH:22][C:23]([CH2:24][C:25]4[N:26]([C:38]5[CH:39]=[C:40]([N:44]6[S:48](=[O:50])(=[O:49])[NH:47][C:46](=[O:51])[CH2:45]6)[CH:41]=[CH:42][CH:43]=5)[CH:27]=[C:28]([C:30]5[CH:35]=[CH:34][C:33]([Cl:36])=[CH:32][C:31]=5[Cl:37])[N:29]=4)=[CH:52][CH:53]=3)=[CH:73][CH:74]=2)[OH:68])[CH2:65][CH2:64][CH2:63][CH2:62]1.